This data is from Forward reaction prediction with 1.9M reactions from USPTO patents (1976-2016). The task is: Predict the product of the given reaction. (1) Given the reactants [CH3:1][O:2][C:3]1[CH:22]=[CH:21][C:6]([CH2:7][O:8][C:9]2[CH:16]=[CH:15][C:14]([C:17]([F:20])([F:19])[F:18])=[CH:13][C:10]=2[CH:11]=[O:12])=[CH:5][CH:4]=1.C(N(CC)CC)C.[CH:30]([C:32]([CH3:34])=[O:33])=[CH2:31].[Br-].C([N+]1C(CC)=C(CCO)SC=1)C, predict the reaction product. The product is: [F:20][C:17]([F:18])([F:19])[C:14]1[CH:15]=[CH:16][C:9]([O:8][CH2:7][C:6]2[CH:5]=[CH:4][C:3]([O:2][CH3:1])=[CH:22][CH:21]=2)=[C:10]([C:11](=[O:12])[CH2:31][CH2:30][C:32](=[O:33])[CH3:34])[CH:13]=1. (2) Given the reactants [NH2:1][C:2]1[N:3]([CH2:16][CH2:17][NH:18]C(=O)OC(C)(C)C)[C:4]2[C:13]3[CH:12]=[CH:11][CH:10]=[CH:9][C:8]=3[N:7]=[C:6](Cl)[C:5]=2[N:15]=1.[NH3:26], predict the reaction product. The product is: [NH2:18][CH2:17][CH2:16][N:3]1[C:4]2[C:13]3[CH:12]=[CH:11][CH:10]=[CH:9][C:8]=3[N:7]=[C:6]([NH2:26])[C:5]=2[N:15]=[C:2]1[NH2:1]. (3) The product is: [CH2:1]([O:3][CH:4]([O:13][CH2:14][CH3:15])[C:5]1[CH:6]=[C:7]([CH:10]=[CH:11][CH:12]=1)/[CH:8]=[N:23]/[C:24]1[CH:32]=[CH:31][CH:30]=[C:29]2[C:25]=1[CH2:26][O:27][C:28]2=[O:33])[CH3:2]. Given the reactants [CH2:1]([O:3][CH:4]([O:13][CH2:14][CH3:15])[C:5]1[CH:6]=[C:7]([CH:10]=[CH:11][CH:12]=1)[CH:8]=O)[CH3:2].S([O-])([O-])(=O)=O.[Na+].[Na+].[NH2:23][C:24]1[CH:32]=[CH:31][CH:30]=[C:29]2[C:25]=1[CH2:26][O:27][C:28]2=[O:33], predict the reaction product. (4) Given the reactants [F:1][C:2]1[CH:7]=[CH:6][CH:5]=[C:4]([F:8])[C:3]=1[CH2:9][C:10]([OH:12])=O.[K+].[CH3:14][O:15][C:16](=[O:21])[CH2:17]C([O-])=O, predict the reaction product. The product is: [F:8][C:4]1[CH:5]=[CH:6][CH:7]=[C:2]([F:1])[C:3]=1[CH2:9][C:10](=[O:12])[CH2:17][C:16]([O:15][CH3:14])=[O:21]. (5) Given the reactants [CH3:1][CH:2]1[CH:6]2[C:7]([NH:9][CH:10]=[C:11]([CH3:12])[CH:5]2[CH2:4][CH2:3]1)=[O:8], predict the reaction product. The product is: [CH3:12][C@@H:11]1[CH2:10][NH:9][C:7](=[O:8])[C@@H:6]2[C@@H:2]([CH3:1])[CH2:3][CH2:4][C@H:5]12. (6) Given the reactants [CH:1]1([C:4]2[CH:5]=[CH:6][C:7]([C:15]([OH:17])=O)=[N:8][C:9]=2[O:10][CH2:11][CH:12]2[CH2:14][CH2:13]2)[CH2:3][CH2:2]1.[CH2:18]([O:20][C:21](=[O:29])[CH2:22][CH:23]([NH2:28])[CH2:24][CH:25]([CH3:27])[CH3:26])[CH3:19], predict the reaction product. The product is: [CH2:18]([O:20][C:21](=[O:29])[CH2:22][CH:23]([NH:28][C:15]([C:7]1[CH:6]=[CH:5][C:4]([CH:1]2[CH2:2][CH2:3]2)=[C:9]([O:10][CH2:11][CH:12]2[CH2:13][CH2:14]2)[N:8]=1)=[O:17])[CH2:24][CH:25]([CH3:26])[CH3:27])[CH3:19].